This data is from Catalyst prediction with 721,799 reactions and 888 catalyst types from USPTO. The task is: Predict which catalyst facilitates the given reaction. Reactant: [CH3:1][O:2][C:3]1[C:4]([O:18][CH2:19][CH2:20][CH2:21][N:22]2[CH2:26][CH2:25][CH2:24][CH2:23]2)=[CH:5][C:6]([N+:15]([O-])=O)=[C:7]([C:9]2([C:13]#[N:14])[CH2:12][CH2:11][CH2:10]2)[CH:8]=1. Product: [CH3:1][O:2][C:3]1[CH:8]=[C:7]2[C:6](=[CH:5][C:4]=1[O:18][CH2:19][CH2:20][CH2:21][N:22]1[CH2:26][CH2:25][CH2:24][CH2:23]1)[N:15]=[C:13]([NH2:14])[C:9]12[CH2:12][CH2:11][CH2:10]1. The catalyst class is: 285.